Predict the reactants needed to synthesize the given product. From a dataset of Full USPTO retrosynthesis dataset with 1.9M reactions from patents (1976-2016). (1) Given the product [O:13]=[C:12]1[C@@H:10]2[CH2:8][CH2:7][C@H:14]1[CH2:16][C:19]1[CH:24]=[CH:23][CH:22]=[CH:21][C:20]=1[CH2:26]2, predict the reactants needed to synthesize it. The reactants are: P([O-])([O-])([O-])=O.O=[CH:7][C@@H:8]([C@H:10]([C@@H:12]([C@@H:14]([CH2:16]O)O)[OH:13])O)O.O=[C:19]1[CH:24]=[CH:23][CH:22]=[CH:21][CH:20]1O.[CH:26]1C=[N+]([C@@H]2O[C@H](COP(OP(OC[C@H]3O[C@@H](N4C5N=CN=C(N)C=5N=C4)[C@H](OP(O)(O)=O)[C@@H]3O)(O)=O)(O)=O)[C@@H](O)[C@H]2O)C=C(C(N)=O)C=1. (2) Given the product [NH2:1][C:2]1[C:3]([C:7]2[N:8]([CH2:31][CH3:32])[C:9]3[CH:14]=[C:13]([CH2:15][CH2:16][CH2:17][N:18]4[C:26](=[O:27])[C:25]5[C:20](=[CH:21][CH:22]=[CH:23][CH:24]=5)[C:19]4=[O:28])[N:12]=[C:11]([C:37]#[C:36][C:34]([OH:38])([CH3:35])[CH3:33])[C:10]=3[N:30]=2)=[N:4][O:5][N:6]=1, predict the reactants needed to synthesize it. The reactants are: [NH2:1][C:2]1[C:3]([C:7]2[N:8]([CH2:31][CH3:32])[C:9]3[CH:14]=[C:13]([CH2:15][CH2:16][CH2:17][N:18]4[C:26](=[O:27])[C:25]5[C:20](=[CH:21][CH:22]=[CH:23][CH:24]=5)[C:19]4=[O:28])[N:12]=[C:11](Cl)[C:10]=3[N:30]=2)=[N:4][O:5][N:6]=1.[CH3:33][C:34]([OH:38])([C:36]#[CH:37])[CH3:35]. (3) The reactants are: C([O:4][C@@H:5]1[C@H:10](CC([O-])=O)[C@H:9]([O:15]C(=O)C)[C@@H:8]([O:19][C:20]2[CH:25]=[CH:24][C:23]([N:26]3[C:34]4[C:29](=[CH:30][C:31]([N+:35]([O-:37])=[O:36])=[CH:32][CH:33]=4)[CH2:28][CH2:27]3)=[CH:22][C:21]=2[Cl:38])[O:7][C@@H:6]1[C@@H:39]([O:41]C(=O)C)[CH3:40])(=O)C.C[O-:46].[Na+]. Given the product [Cl:38][C:21]1[CH:22]=[C:23]([N:26]2[C:34]3[C:29](=[CH:30][C:31]([N+:35]([O-:37])=[O:36])=[CH:32][CH:33]=3)[CH2:28][CH2:27]2)[CH:24]=[CH:25][C:20]=1[O:19][C@@H:8]1[C@@H:9]([OH:15])[C@@H:10]([OH:46])[C@H:5]([OH:4])[C@@H:6]([C@@H:39]([OH:41])[CH3:40])[O:7]1, predict the reactants needed to synthesize it. (4) The reactants are: [Cl:1][C:2]1[CH:3]=[C:4]([C:9]2([C:29]([F:32])([F:31])[F:30])[O:13][N:12]=[C:11]([C:14]3[CH:15]=[C:16]([N:20]([NH2:28])[C:21]([O:23][C:24]([CH3:27])([CH3:26])[CH3:25])=[O:22])[CH:17]=[CH:18][CH:19]=3)[CH2:10]2)[CH:5]=[C:6]([Cl:8])[CH:7]=1.C(N(CC)CC)C.[C:40](Cl)(=[O:42])[CH3:41].O. Given the product [C:40]([NH:28][N:20]([C:16]1[CH:17]=[CH:18][CH:19]=[C:14]([C:11]2[CH2:10][C:9]([C:4]3[CH:5]=[C:6]([Cl:8])[CH:7]=[C:2]([Cl:1])[CH:3]=3)([C:29]([F:30])([F:32])[F:31])[O:13][N:12]=2)[CH:15]=1)[C:21]([O:23][C:24]([CH3:27])([CH3:25])[CH3:26])=[O:22])(=[O:42])[CH3:41], predict the reactants needed to synthesize it. (5) Given the product [CH2:1]([N:3]1[CH2:4][CH2:5][N:6]([C:9]2[C:18]3[C:13](=[CH:14][CH:15]=[CH:16][CH:17]=3)[CH:12]=[C:11]([C:19]3[CH:20]=[CH:21][C:22]([O:25][CH2:33][C:34]([O:36][CH2:37][CH3:38])=[O:35])=[CH:23][CH:24]=3)[N:10]=2)[CH2:7][CH2:8]1)[CH3:2], predict the reactants needed to synthesize it. The reactants are: [CH2:1]([N:3]1[CH2:8][CH2:7][N:6]([C:9]2[C:18]3[C:13](=[CH:14][CH:15]=[CH:16][CH:17]=3)[CH:12]=[C:11]([C:19]3[CH:24]=[CH:23][C:22]([OH:25])=[CH:21][CH:20]=3)[N:10]=2)[CH2:5][CH2:4]1)[CH3:2].C(=O)([O-])[O-].[K+].[K+].Br[CH2:33][C:34]([O:36][CH2:37][CH3:38])=[O:35].O. (6) Given the product [CH3:27][O:28][C:29]([C@H:31]1[CH2:35][CH2:34][C@@H:33]([NH:36][CH2:22][C:21]2[CH:20]=[CH:19][C:18]([C:15]3[N:14]=[C:13]([C:10]4[CH:11]=[CH:12][C:7]([CH:1]5[CH2:2][CH2:3][CH2:4][CH2:5][CH2:6]5)=[CH:8][CH:9]=4)[O:17][N:16]=3)=[CH:25][CH:24]=2)[CH2:32]1)=[O:30], predict the reactants needed to synthesize it. The reactants are: [CH:1]1([C:7]2[CH:12]=[CH:11][C:10]([C:13]3[O:17][N:16]=[C:15]([C:18]4[CH:25]=[CH:24][C:21]([CH:22]=O)=[CH:20][CH:19]=4)[N:14]=3)=[CH:9][CH:8]=2)[CH2:6][CH2:5][CH2:4][CH2:3][CH2:2]1.Cl.[CH3:27][O:28][C:29]([C@H:31]1[CH2:35][CH2:34][C@H:33]([NH2:36])[CH2:32]1)=[O:30].C(O[BH-](OC(=O)C)OC(=O)C)(=O)C.[Na+]. (7) Given the product [NH2:15][C:16]1[N:21]=[CH:20][C:19](/[CH:22]=[CH:23]/[C:24]([N:13]([CH2:12][C:4]2[C:5]3[C:10](=[CH:9][CH:8]=[CH:7][C:6]=3[CH3:11])[N:2]([CH3:1])[CH:3]=2)[CH3:14])=[O:26])=[CH:18][CH:17]=1, predict the reactants needed to synthesize it. The reactants are: [CH3:1][N:2]1[C:10]2[C:5](=[C:6]([CH3:11])[CH:7]=[CH:8][CH:9]=2)[C:4]([CH2:12][NH:13][CH3:14])=[CH:3]1.[NH2:15][C:16]1[N:21]=[CH:20][C:19](/[CH:22]=[CH:23]/[C:24]([OH:26])=O)=[CH:18][CH:17]=1.C1C=CC2N(O)N=NC=2C=1.O.C(Cl)CCl. (8) Given the product [CH2:1]([O:3][C:4](=[O:16])[CH2:5][N:6]1[CH:10]=[C:9]([S:11][C:12]2[C:22]3[C:21](=[C:20]([F:27])[C:19]([Cl:18])=[CH:24][CH:23]=3)[NH:25][C:13]=2[CH3:14])[CH:8]=[N:7]1)[CH3:2], predict the reactants needed to synthesize it. The reactants are: [CH2:1]([O:3][C:4](=[O:16])[CH2:5][N:6]1[CH:10]=[C:9]([S:11][CH2:12][C:13](=O)[CH3:14])[CH:8]=[N:7]1)[CH3:2].Cl.[Cl:18][C:19]1[C:20]([F:27])=[C:21]([NH:25]N)[CH:22]=[CH:23][CH:24]=1. (9) Given the product [F:36][C:34]([F:35])([F:37])[C:31]1[CH:32]=[CH:33][C:28]([O:27][C:24]2[CH:25]=[CH:26][C:21]([O:20][C:18]([N:14]3[CH2:15][CH2:16][CH:11]([N:2]([CH3:1])[CH2:3][CH2:4][C:5]4[CH:6]=[CH:7][N:8]=[CH:9][CH:10]=4)[CH2:12][CH2:13]3)=[O:19])=[CH:22][CH:23]=2)=[N:29][CH:30]=1, predict the reactants needed to synthesize it. The reactants are: [CH3:1][N:2]([CH:11]1[CH2:16][CH2:15][NH:14][CH2:13][CH2:12]1)[CH2:3][CH2:4][C:5]1[CH:10]=[CH:9][N:8]=[CH:7][CH:6]=1.Cl[C:18]([O:20][C:21]1[CH:26]=[CH:25][C:24]([O:27][C:28]2[CH:33]=[CH:32][C:31]([C:34]([F:37])([F:36])[F:35])=[CH:30][N:29]=2)=[CH:23][CH:22]=1)=[O:19].C(NC(C)C)(C)C. (10) Given the product [CH3:1][C:2]1[CH:31]=[CH:30][CH:29]=[C:28]([CH3:32])[C:3]=1[CH2:4][NH:5][C:6]1[CH:7]=[C:8]2[C:13](=[CH:14][C:15]=1[F:16])[N:12]=[C:11]([N:17]1[CH:21]=[C:20]([C:22]([OH:24])=[O:23])[CH:19]=[N:18]1)[N:10]=[C:9]2[N:33]1[CH2:38][CH2:37][O:36][CH2:35][CH2:34]1, predict the reactants needed to synthesize it. The reactants are: [CH3:1][C:2]1[CH:31]=[CH:30][CH:29]=[C:28]([CH3:32])[C:3]=1[CH2:4][NH:5][C:6]1[CH:7]=[C:8]2[C:13](=[CH:14][C:15]=1[F:16])[N:12]=[C:11]([N:17]1[CH:21]=[C:20]([C:22]([O:24]CC)=[O:23])[CH:19]=[N:18]1)[NH:10][C:9]2=O.[NH:33]1[CH2:38][CH2:37][O:36][CH2:35][CH2:34]1.